This data is from Reaction yield outcomes from USPTO patents with 853,638 reactions. The task is: Predict the reaction yield, written as a fraction of the theoretical maximum amount of product (1.0 means a 100% yield; for example, 0.34 means a 34% yield). (1) The reactants are I[C:2]1[CH:11]=[CH:10][CH:9]=[C:8]2[C:3]=1[CH:4]=[CH:5][C:6]([NH:12][CH2:13][C:14]1[O:15][C:16]([CH3:19])=[CH:17][CH:18]=1)=[N:7]2.[C-:20]#[N:21].O. The catalyst is CN(C=O)C.[Pd].C1(P(C2C=CC=CC=2)C2C=CC=CC=2)C=CC=CC=1.C1(P(C2C=CC=CC=2)C2C=CC=CC=2)C=CC=CC=1.C1(P(C2C=CC=CC=2)C2C=CC=CC=2)C=CC=CC=1.C1(P(C2C=CC=CC=2)C2C=CC=CC=2)C=CC=CC=1. The product is [CH3:19][C:16]1[O:15][C:14]([CH2:13][NH:12][C:6]2[CH:5]=[CH:4][C:3]3[C:2]([C:20]#[N:21])=[CH:11][CH:10]=[CH:9][C:8]=3[N:7]=2)=[CH:18][CH:17]=1. The yield is 0.910. (2) The reactants are [C:1]([O:9][CH2:10][CH2:11][CH2:12][CH2:13][CH2:14]O)(=[O:8])[C:2]1[CH:7]=[CH:6][CH:5]=[CH:4][CH:3]=1.[C:16]([N:24]1[C:29](=[O:30])[CH:28]=[CH:27][NH:26][C:25]1=[O:31])(=[O:23])[C:17]1[CH:22]=[CH:21][CH:20]=[CH:19][CH:18]=1. No catalyst specified. The product is [C:16]([N:24]1[C:29](=[O:30])[CH:28]=[CH:27][N:26]([CH2:14][CH2:13][CH2:12][CH2:11][CH2:10][O:9][C:1](=[O:8])[C:2]2[CH:3]=[CH:4][CH:5]=[CH:6][CH:7]=2)[C:25]1=[O:31])(=[O:23])[C:17]1[CH:18]=[CH:19][CH:20]=[CH:21][CH:22]=1. The yield is 0.500. (3) The reactants are C(Cl)CCl.Cl.[O:6]=[C:7]1[NH:16][C:15]2[N:14]=[CH:13][C:12]([CH:17]=[CH:18][C:19]([OH:21])=O)=[CH:11][C:10]=2[CH2:9][CH2:8]1.[CH3:22][NH:23][CH2:24][C:25]1[NH:26][C:27]2[C:32]([C:33]=1[C:34]#[N:35])=[CH:31][CH:30]=[CH:29][CH:28]=2.C1C=CC2N(O)N=NC=2C=1.CCN(C(C)C)C(C)C. The catalyst is CN(C=O)C.O. The product is [C:34]([C:33]1[C:32]2[C:27](=[CH:28][CH:29]=[CH:30][CH:31]=2)[NH:26][C:25]=1[CH2:24][N:23]([CH3:22])[C:19](=[O:21])/[CH:18]=[CH:17]/[C:12]1[CH:13]=[N:14][C:15]2[NH:16][C:7](=[O:6])[CH2:8][CH2:9][C:10]=2[CH:11]=1)#[N:35]. The yield is 0.620. (4) The reactants are Br[C:2]1[CH:3]=[C:4]([CH2:7][CH:8]2[CH2:10][CH2:9]2)[S:5][CH:6]=1.[O:11]=[S:12]1(=[O:39])[CH2:17][CH2:16][CH:15]([C:18]2[C:26]3[C:21](=[C:22]([C:36]([NH2:38])=[O:37])[CH:23]=[C:24](B4OC(C)(C)C(C)(C)O4)[CH:25]=3)[NH:20][CH:19]=2)[CH2:14][CH2:13]1.C([O-])([O-])=O.[K+].[K+].C(Cl)Cl. The catalyst is O1CCOCC1.O. The product is [CH:8]1([CH2:7][C:4]2[S:5][CH:6]=[C:2]([C:24]3[CH:25]=[C:26]4[C:21](=[C:22]([C:36]([NH2:38])=[O:37])[CH:23]=3)[NH:20][CH:19]=[C:18]4[CH:15]3[CH2:14][CH2:13][S:12](=[O:11])(=[O:39])[CH2:17][CH2:16]3)[CH:3]=2)[CH2:10][CH2:9]1. The yield is 0.220. (5) The reactants are [CH3:1][O:2][C:3]1[CH:8]=[C:7]([N+:9]([O-])=O)[CH:6]=[CH:5][C:4]=1[C:12]1[CH:17]=[CH:16][N:15]=[N:14][CH:13]=1. The catalyst is C(O)C.[Pd]. The product is [CH3:1][O:2][C:3]1[CH:8]=[C:7]([CH:6]=[CH:5][C:4]=1[C:12]1[CH:17]=[CH:16][N:15]=[N:14][CH:13]=1)[NH2:9]. The yield is 1.00. (6) The reactants are C(OC([N:8]1[CH2:13][CH2:12][N:11]([C:14]2[C:19]([F:20])=[CH:18][C:17]([C@H:21]3[CH2:25][O:24]C(C)(C)[O:22]3)=[CH:16][N:15]=2)[CH2:10][C@@H:9]1[CH3:28])=O)(C)(C)C.Cl.C(OCC)C. The catalyst is C(Cl)Cl.CO.O1CCOCC1. The product is [F:20][C:19]1[CH:18]=[C:17]([C@H:21]([OH:22])[CH2:25][OH:24])[CH:16]=[N:15][C:14]=1[N:11]1[CH2:12][CH2:13][NH:8][C@@H:9]([CH3:28])[CH2:10]1. The yield is 0.880. (7) The reactants are [CH2:1]([N:3]([CH2:38][CH3:39])[CH2:4][CH2:5][CH2:6][NH:7][C:8]1[N:9]=[C:10]([C:27]2[CH:28]=[C:29]([CH:33]=[C:34]([F:37])[C:35]=2[CH3:36])[C:30](O)=[O:31])[C:11]2[CH:17]=[CH:16][C:15](=[O:18])[N:14]([C:19]3[C:24]([F:25])=[CH:23][CH:22]=[CH:21][C:20]=3[F:26])[C:12]=2[N:13]=1)[CH3:2].CN(C(ON1N=[N:55][C:50]2[CH:51]=[CH:52][CH:53]=[CH:54]C1=2)=[N+](C)C)C.F[P-](F)(F)(F)(F)F.C(N(CC)CC)C.C1(N)CCCC1. The catalyst is CN(C=O)C. The product is [CH:50]1([NH:55][C:30](=[O:31])[C:29]2[CH:33]=[C:34]([F:37])[C:35]([CH3:36])=[C:27]([C:10]3[C:11]4[CH:17]=[CH:16][C:15](=[O:18])[N:14]([C:19]5[C:24]([F:25])=[CH:23][CH:22]=[CH:21][C:20]=5[F:26])[C:12]=4[N:13]=[C:8]([NH:7][CH2:6][CH2:5][CH2:4][N:3]([CH2:1][CH3:2])[CH2:38][CH3:39])[N:9]=3)[CH:28]=2)[CH2:51][CH2:52][CH2:53][CH2:54]1. The yield is 0.560. (8) The reactants are Cl[C:2]1[CH:7]=[C:6](Cl)[N:5]=[CH:4][N:3]=1.[CH3:9][NH:10][C:11]1[CH:12]=[C:13]([OH:17])[CH:14]=[CH:15][CH:16]=1. No catalyst specified. The product is [CH3:9][N:10]([C:11]1[CH:16]=[CH:15][CH:14]=[C:13]([OH:17])[CH:12]=1)[C:2]1[CH:7]=[C:6]([N:10]([CH3:9])[C:11]2[CH:16]=[CH:15][CH:14]=[C:13]([OH:17])[CH:12]=2)[N:5]=[CH:4][N:3]=1. The yield is 0.430.